From a dataset of Forward reaction prediction with 1.9M reactions from USPTO patents (1976-2016). Predict the product of the given reaction. (1) Given the reactants [CH3:1][C:2]1([CH3:14])[CH2:8][CH2:7][CH2:6][O:5][C:4]2[C:9]([NH2:13])=[CH:10][CH:11]=[CH:12][C:3]1=2.Cl[C:16]1[N:21]=[C:20]([NH:22][C@@H:23]2[CH2:28][CH2:27][CH2:26][CH2:25][C@H:24]2[NH:29][S:30]([CH3:33])(=[O:32])=[O:31])[C:19]([Cl:34])=[CH:18][N:17]=1, predict the reaction product. The product is: [Cl:34][C:19]1[C:20]([NH:22][C@@H:23]2[CH2:28][CH2:27][CH2:26][CH2:25][C@H:24]2[NH:29][S:30]([CH3:33])(=[O:32])=[O:31])=[N:21][C:16]([NH:13][C:9]2[C:4]3[O:5][CH2:6][CH2:7][CH2:8][C:2]([CH3:14])([CH3:1])[C:3]=3[CH:12]=[CH:11][CH:10]=2)=[N:17][CH:18]=1. (2) Given the reactants [Cl:1][C:2]1[C:3]([F:11])=[C:4]([C:7]([F:10])=[CH:8][CH:9]=1)[CH:5]=O.C([O-])([O-])=O.[Cs+].[Cs+].[CH3:18][C:19]([S@@:22]([NH2:24])=[O:23])([CH3:21])[CH3:20], predict the reaction product. The product is: [Cl:1][C:2]1[C:3]([F:11])=[C:4]([C:7]([F:10])=[CH:8][CH:9]=1)/[CH:5]=[N:24]/[S@:22]([C:19]([CH3:21])([CH3:20])[CH3:18])=[O:23]. (3) Given the reactants [N+:1]([C:4]1[CH:9]=[CH:8][C:7]([N:10]2[CH:14]=[C:13]([C:15]3[CH:20]=[CH:19][CH:18]=[CH:17][N:16]=3)[N:12]=[N:11]2)=[CH:6][CH:5]=1)([O-])=O.O.O.[Sn](Cl)Cl, predict the reaction product. The product is: [N:16]1[CH:17]=[CH:18][CH:19]=[CH:20][C:15]=1[C:13]1[N:12]=[N:11][N:10]([C:7]2[CH:8]=[CH:9][C:4]([NH2:1])=[CH:5][CH:6]=2)[CH:14]=1. (4) Given the reactants C([N:8]1[CH2:12][C@H:11]2[C:13]3[CH:14]=[CH:15][CH:16]=[C:17](Br)[C:18]=3[CH2:19][O:20][C@H:10]2[CH2:9]1)C1C=CC=CC=1.[CH2:22](B(O)O)[CH:23]([CH3:25])[CH3:24], predict the reaction product. The product is: [CH2:22]([C:17]1[C:18]2[CH2:19][O:20][C@@H:10]3[C@H:11]([C:13]=2[CH:14]=[CH:15][CH:16]=1)[CH2:12][NH:8][CH2:9]3)[CH:23]([CH3:25])[CH3:24]. (5) Given the reactants [CH3:1][O:2][CH2:3][CH2:4][N:5]1[CH2:9][CH2:8][C@H:7]([N:10]([CH3:37])[C:11]2[CH:16]=[CH:15][C:14]([NH:17][C:18]3[N:19]=[C:20]([O:27][C:28]4[CH:33]=[CH:32][CH:31]=[C:30]([N+:34]([O-])=O)[CH:29]=4)[C:21]4[CH:26]=[CH:25][NH:24][C:22]=4[N:23]=3)=[CH:13][CH:12]=2)[CH2:6]1.[H][H], predict the reaction product. The product is: [NH2:34][C:30]1[CH:29]=[C:28]([CH:33]=[CH:32][CH:31]=1)[O:27][C:20]1[C:21]2[CH:26]=[CH:25][NH:24][C:22]=2[N:23]=[C:18]([NH:17][C:14]2[CH:15]=[CH:16][C:11]([N:10]([C@H:7]3[CH2:8][CH2:9][N:5]([CH2:4][CH2:3][O:2][CH3:1])[CH2:6]3)[CH3:37])=[CH:12][CH:13]=2)[N:19]=1. (6) Given the reactants [Br:1][C:2]1[CH:3]=[C:4]([CH:9]=[C:10]([CH2:13][C:14]2[CH:19]=[CH:18][CH:17]=[C:16]([F:20])[CH:15]=2)[C:11]=1[CH3:12])[C:5](OC)=[O:6].CC(C[AlH]CC(C)C)C.CC(OI1(OC(C)=O)(OC(C)=O)OC(=O)C2C=CC=CC1=2)=O.C(=O)(O)[O-].[Na+], predict the reaction product. The product is: [Br:1][C:2]1[CH:3]=[C:4]([CH:9]=[C:10]([CH2:13][C:14]2[CH:19]=[CH:18][CH:17]=[C:16]([F:20])[CH:15]=2)[C:11]=1[CH3:12])[CH:5]=[O:6].